From a dataset of HIV replication inhibition screening data with 41,000+ compounds from the AIDS Antiviral Screen. Binary Classification. Given a drug SMILES string, predict its activity (active/inactive) in a high-throughput screening assay against a specified biological target. (1) The drug is O=S(=O)(O)CO. The result is 0 (inactive). (2) The molecule is CC(=O)C(C(=O)CCSCCO)C(SCCO)c1ccc(Cl)c(Cl)c1. The result is 0 (inactive). (3) The molecule is O=C(C=Cc1cccs1)c1cccc(C(=O)C=Cc2cccs2)n1. The result is 0 (inactive). (4) The drug is CC(C)=CCc1c(O)cc(O)c2c1OC(c1ccc(O)cc1)C(O)C2=O. The result is 0 (inactive).